This data is from Forward reaction prediction with 1.9M reactions from USPTO patents (1976-2016). The task is: Predict the product of the given reaction. (1) Given the reactants [OH-].[Na+].C([O:6][CH:7]1[C:15]2[N:11]([C:12]3[N:29]=[CH:28][N:27]=[C:26]([NH2:30])[C:13]=3[C:14]=2[C:16]2[CH:17]=[N:18][C:19]3[C:24]([CH:25]=2)=[CH:23][CH:22]=[CH:21][CH:20]=3)[CH2:10][C@@H:9]([NH:31][C:32]([O:34][C:35]([CH3:38])([CH3:37])[CH3:36])=[O:33])[CH2:8]1)(=O)C.O, predict the reaction product. The product is: [NH2:30][C:26]1[C:13]2[C:14]([C:16]3[CH:17]=[N:18][C:19]4[C:24]([CH:25]=3)=[CH:23][CH:22]=[CH:21][CH:20]=4)=[C:15]3[N:11]([C:12]=2[N:29]=[CH:28][N:27]=1)[CH2:10][C@@H:9]([NH:31][C:32](=[O:33])[O:34][C:35]([CH3:36])([CH3:37])[CH3:38])[CH2:8][CH:7]3[OH:6]. (2) The product is: [CH3:1][O:2][C:3](=[O:27])[C:4]1[CH:9]=[CH:8][C:7]([CH3:10])=[C:6]([N:11]2[C:16](=[O:17])[C:15]([Cl:28])=[C:14]([O:18][CH2:19][C:20]3[N:21]=[C:22]([CH3:25])[S:23][CH:24]=3)[N:13]=[C:12]2[CH3:26])[CH:5]=1. Given the reactants [CH3:1][O:2][C:3](=[O:27])[C:4]1[CH:9]=[CH:8][C:7]([CH3:10])=[C:6]([N:11]2[C:16](=[O:17])[CH:15]=[C:14]([O:18][CH2:19][C:20]3[N:21]=[C:22]([CH3:25])[S:23][CH:24]=3)[N:13]=[C:12]2[CH3:26])[CH:5]=1.[Cl:28]N1C(=O)CCC1=O, predict the reaction product. (3) Given the reactants Cl.[NH2:2][CH2:3][C:4]1([C:17](=[O:26])[NH:18][C:19]2[CH:24]=[CH:23][C:22]([F:25])=[CH:21][N:20]=2)[CH2:9][CH2:8][N:7](C(OC(C)(C)C)=O)[CH2:6][CH2:5]1, predict the reaction product. The product is: [NH2:2][CH2:3][C:4]1([C:17]([NH:18][C:19]2[CH:24]=[CH:23][C:22]([F:25])=[CH:21][N:20]=2)=[O:26])[CH2:5][CH2:6][NH:7][CH2:8][CH2:9]1. (4) Given the reactants C(O)(C(F)(F)F)=O.C(OC(=O)[NH:14][C:15]1[S:16][CH:17]=[C:18]([CH2:20][CH2:21][O:22][C:23]2[CH:28]=[CH:27][C:26]([F:29])=[CH:25][CH:24]=2)[N:19]=1)(C)(C)C, predict the reaction product. The product is: [F:29][C:26]1[CH:25]=[CH:24][C:23]([O:22][CH2:21][CH2:20][C:18]2[N:19]=[C:15]([NH2:14])[S:16][CH:17]=2)=[CH:28][CH:27]=1. (5) Given the reactants Cl[CH2:2][CH2:3][CH2:4][C:5]([CH:8]1[O:12][CH2:11][CH2:10][O:9]1)([CH3:7])[CH3:6].[C-]#[N:14].[Na+], predict the reaction product. The product is: [O:9]1[CH2:10][CH2:11][O:12][CH:8]1[C:5]([CH3:7])([CH3:6])[CH2:4][CH2:3][C:2]#[N:14]. (6) Given the reactants [CH2:1]([O:8][C@H:9]1[C@H:14]([O:15][CH2:16][C:17]2[CH:22]=[CH:21][CH:20]=[CH:19][CH:18]=2)[C@@H:13]([CH2:23][O:24][CH2:25][C:26]2[CH:31]=[CH:30][CH:29]=[CH:28][CH:27]=2)[O:12][C@H:11]([CH2:32][I:33])[C@@H:10]1[OH:34])[C:2]1[CH:7]=[CH:6][CH:5]=[CH:4][CH:3]=1.N1C(C)=CC=CC=1C.[Si:43](OS(C(F)(F)F)(=O)=O)([C:46]([CH3:49])([CH3:48])[CH3:47])([CH3:45])[CH3:44], predict the reaction product. The product is: [CH2:1]([O:8][C@H:9]1[C@H:14]([O:15][CH2:16][C:17]2[CH:22]=[CH:21][CH:20]=[CH:19][CH:18]=2)[C@@H:13]([CH2:23][O:24][CH2:25][C:26]2[CH:31]=[CH:30][CH:29]=[CH:28][CH:27]=2)[O:12][C@H:11]([CH2:32][I:33])[C@@H:10]1[O:34][Si:43]([C:46]([CH3:49])([CH3:48])[CH3:47])([CH3:45])[CH3:44])[C:2]1[CH:7]=[CH:6][CH:5]=[CH:4][CH:3]=1. (7) The product is: [Cl:15][C:16]1[CH:17]=[C:18]([C:2]2[N:7]=[N:6][C:5]([NH2:8])=[N:4][C:3]=2[C:9]2[CH:14]=[CH:13][CH:12]=[CH:11][CH:10]=2)[CH:19]=[C:20]([O:22][CH3:23])[CH:21]=1. Given the reactants Br[C:2]1[N:7]=[N:6][C:5]([NH2:8])=[N:4][C:3]=1[C:9]1[CH:14]=[CH:13][CH:12]=[CH:11][CH:10]=1.[Cl:15][C:16]1[CH:17]=[C:18](B(O)O)[CH:19]=[C:20]([O:22][CH3:23])[CH:21]=1, predict the reaction product. (8) The product is: [F:20][C:21]([F:34])([F:33])[S:22]([O:13][C:9]1[CH:8]=[CH:7][C:6]2[C:11](=[CH:12][C:3]([O:2][CH3:1])=[CH:4][CH:5]=2)[CH:10]=1)(=[O:24])=[O:23]. Given the reactants [CH3:1][O:2][C:3]1[CH:12]=[C:11]2[C:6]([CH:7]=[CH:8][C:9]([OH:13])=[CH:10]2)=[CH:5][CH:4]=1.N1C=CC=CC=1.[F:20][C:21]([F:34])([F:33])[S:22](O[S:22]([C:21]([F:34])([F:33])[F:20])(=[O:24])=[O:23])(=[O:24])=[O:23].C(OCC)C, predict the reaction product.